The task is: Predict the product of the given reaction.. This data is from Forward reaction prediction with 1.9M reactions from USPTO patents (1976-2016). (1) Given the reactants [OH-].[Na+].[F:3][C:4]1[CH:5]=[C:6]([C:10]2[C@:11]3([CH2:27][CH2:26][C@H:25]4[C@@H:16]([CH2:17][CH2:18][C:19]5[CH:20]=[C:21]([C:28](O)=[O:29])[CH:22]=[CH:23][C:24]=54)[C@@H:13]3[CH2:14][CH:15]=2)[CH3:12])[CH:7]=[N:8][CH:9]=1.[NH2:31][C@H:32]([CH3:41])[CH2:33][C:34]([O:36]C(C)(C)C)=[O:35], predict the reaction product. The product is: [F:3][C:4]1[CH:5]=[C:6]([C:10]2[C@:11]3([CH2:27][CH2:26][C@H:25]4[C@@H:16]([CH2:17][CH2:18][C:19]5[CH:20]=[C:21]([C:28]([NH:31][C@H:32]([CH3:41])[CH2:33][C:34]([OH:36])=[O:35])=[O:29])[CH:22]=[CH:23][C:24]=54)[C@@H:13]3[CH2:14][CH:15]=2)[CH3:12])[CH:7]=[N:8][CH:9]=1. (2) Given the reactants [OH-].[Li+].[Cl:3][C:4]1[CH:9]=[CH:8][CH:7]=[C:6]([Cl:10])[C:5]=1[N:11]1[CH:39]=[CH:38][C:14]2[N:15]=[C:16]([NH:19][C:20]3[CH:25]=[CH:24][C:23]([N:26]4[CH2:31][CH2:30][N:29]([CH2:32][C:33]([O:35]CC)=[O:34])[CH2:28][CH2:27]4)=[CH:22][CH:21]=3)[N:17]=[CH:18][C:13]=2[C:12]1=[O:40].O.Cl, predict the reaction product. The product is: [Cl:10][C:6]1[CH:7]=[CH:8][CH:9]=[C:4]([Cl:3])[C:5]=1[N:11]1[CH:39]=[CH:38][C:14]2[N:15]=[C:16]([NH:19][C:20]3[CH:21]=[CH:22][C:23]([N:26]4[CH2:27][CH2:28][N:29]([CH2:32][C:33]([OH:35])=[O:34])[CH2:30][CH2:31]4)=[CH:24][CH:25]=3)[N:17]=[CH:18][C:13]=2[C:12]1=[O:40]. (3) The product is: [CH2:19]([N:16]1[CH2:17][CH2:18][C:13]([C:11]2[S:12][C:8]([C:5]3[CH:6]=[CH:7][C:2]([NH:1][C:35]([NH:34][C:25]4[CH:26]=[C:27]([C:30]([F:31])([F:33])[F:32])[CH:28]=[CH:29][C:24]=4[F:23])=[O:36])=[C:3]([F:22])[CH:4]=3)=[CH:9][N:10]=2)([OH:21])[CH2:14][CH2:15]1)[CH3:20]. Given the reactants [NH2:1][C:2]1[CH:7]=[CH:6][C:5]([C:8]2[S:12][C:11]([C:13]3([OH:21])[CH2:18][CH2:17][N:16]([CH2:19][CH3:20])[CH2:15][CH2:14]3)=[N:10][CH:9]=2)=[CH:4][C:3]=1[F:22].[F:23][C:24]1[CH:29]=[CH:28][C:27]([C:30]([F:33])([F:32])[F:31])=[CH:26][C:25]=1[N:34]=[C:35]=[O:36], predict the reaction product. (4) Given the reactants [Br:1][C:2]1[CH:3]=[C:4]2[C:8](=[CH:9][CH:10]=1)[C:7](=[O:11])[N:6]([C:12]([CH3:20])([CH3:19])[CH2:13][C:14]([O:16]CC)=[O:15])[CH2:5]2.[OH-].[Na+].Cl, predict the reaction product. The product is: [Br:1][C:2]1[CH:3]=[C:4]2[C:8](=[CH:9][CH:10]=1)[C:7](=[O:11])[N:6]([C:12]([CH3:20])([CH3:19])[CH2:13][C:14]([OH:16])=[O:15])[CH2:5]2. (5) Given the reactants [I:1]Cl.[CH2:3]([NH:10][C:11]1[N:15]([CH3:16])[N:14]=[CH:13][CH:12]=1)[C:4]1[CH:9]=[CH:8][CH:7]=[CH:6][CH:5]=1.C([O-])(=O)C.[Na+].S([O-])([O-])(=O)=S.[Na+].[Na+], predict the reaction product. The product is: [CH2:3]([NH:10][C:11]1[N:15]([CH3:16])[N:14]=[CH:13][C:12]=1[I:1])[C:4]1[CH:5]=[CH:6][CH:7]=[CH:8][CH:9]=1. (6) The product is: [ClH:4].[NH:32]1[CH2:31][CH:30]([CH2:29][O:28][C:25]2[CH:24]=[CH:23][C:22]([C:15]3[C:16]([C:18]([F:19])([F:20])[F:21])=[CH:17][C:12]([NH:11][C:8]4[N:7]=[C:6]([NH2:5])[NH:10][N:9]=4)=[CH:13][C:14]=3[Cl:41])=[CH:27][CH:26]=2)[CH2:33]1. Given the reactants C([Cl:4])(C)=O.[NH2:5][C:6]1[NH:10][N:9]=[C:8]([NH:11][C:12]2[CH:17]=[C:16]([C:18]([F:21])([F:20])[F:19])[C:15]([C:22]3[CH:27]=[CH:26][C:25]([O:28][CH2:29][CH:30]4[CH2:33][N:32](C(OC(C)(C)C)=O)[CH2:31]4)=[CH:24][CH:23]=3)=[C:14]([Cl:41])[CH:13]=2)[N:7]=1, predict the reaction product.